Regression. Given a peptide amino acid sequence and an MHC pseudo amino acid sequence, predict their binding affinity value. This is MHC class I binding data. From a dataset of Peptide-MHC class I binding affinity with 185,985 pairs from IEDB/IMGT. (1) The peptide sequence is HQLWTTLLSL. The MHC is HLA-A02:06 with pseudo-sequence HLA-A02:06. The binding affinity (normalized) is 0.582. (2) The peptide sequence is FLHYCNSYA. The MHC is HLA-A02:02 with pseudo-sequence HLA-A02:02. The binding affinity (normalized) is 1.00. (3) The peptide sequence is VSSKKCTAL. The MHC is HLA-A69:01 with pseudo-sequence HLA-A69:01. The binding affinity (normalized) is 0.0847. (4) The peptide sequence is MFWKLPPWL. The MHC is HLA-A69:01 with pseudo-sequence HLA-A69:01. The binding affinity (normalized) is 0.0847. (5) The peptide sequence is SRPSGDLRQ. The MHC is Mamu-B08 with pseudo-sequence Mamu-B08. The binding affinity (normalized) is 0.194. (6) The peptide sequence is NASDFYGLL. The MHC is H-2-Kb with pseudo-sequence H-2-Kb. The binding affinity (normalized) is 0.475. (7) The peptide sequence is SPMETTAEF. The MHC is HLA-B57:01 with pseudo-sequence HLA-B57:01. The binding affinity (normalized) is 0.0847. (8) The binding affinity (normalized) is 0.0260. The MHC is HLA-B35:03 with pseudo-sequence HLA-B35:03. The peptide sequence is WTVNDIQKL. (9) The peptide sequence is TIDKSSPLYI. The MHC is HLA-A02:03 with pseudo-sequence HLA-A02:03. The binding affinity (normalized) is 0.768. (10) The MHC is H-2-Kb with pseudo-sequence H-2-Kb. The peptide sequence is YMVPFIPL. The binding affinity (normalized) is 0.682.